Predict the product of the given reaction. From a dataset of Forward reaction prediction with 1.9M reactions from USPTO patents (1976-2016). (1) Given the reactants [NH2:1][C:2]1[CH:25]=[CH:24][C:5]([O:6][C:7]2[C:16]3[C:11](=[CH:12][C:13]([O:19][CH2:20][C@H:21]4[CH2:23][O:22]4)=[C:14]([C:17]#[N:18])[CH:15]=3)[N:10]=[CH:9][CH:8]=2)=[CH:4][C:3]=1[Cl:26].[CH2:27]([NH:29][CH2:30][CH3:31])[CH3:28], predict the reaction product. The product is: [NH2:1][C:2]1[CH:25]=[CH:24][C:5]([O:6][C:7]2[C:16]3[C:11](=[CH:12][C:13]([O:19][CH2:20][C@H:21]([OH:22])[CH2:23][N:29]([CH2:30][CH3:31])[CH2:27][CH3:28])=[C:14]([C:17]#[N:18])[CH:15]=3)[N:10]=[CH:9][CH:8]=2)=[CH:4][C:3]=1[Cl:26]. (2) Given the reactants C(Cl)(=O)C(Cl)=O.[Br:7][C:8]1[C:9]([F:17])=[C:10]([CH:14]=[CH:15][CH:16]=1)[C:11]([OH:13])=O.[F:18][C:19]([F:29])([F:28])[O:20][C:21]1[CH:27]=[CH:26][C:24]([NH2:25])=[CH:23][CH:22]=1.CCN(C(C)C)C(C)C.C([O-])(O)=O.[Na+], predict the reaction product. The product is: [Br:7][C:8]1[C:9]([F:17])=[C:10]([CH:14]=[CH:15][CH:16]=1)[C:11]([NH:25][C:24]1[CH:26]=[CH:27][C:21]([O:20][C:19]([F:18])([F:28])[F:29])=[CH:22][CH:23]=1)=[O:13]. (3) Given the reactants [N:1]1[CH:6]=[CH:5][CH:4]=[N:3][C:2]=1[NH2:7].C[Al](C)C.[Cl:12][C:13]1[CH:14]=[CH:15][C:16]([NH:22][C:23]2[C:31]3[C:26](=[CH:27][N:28]=[CH:29][CH:30]=3)[O:25][C:24]=2[C:32](OCC)=[O:33])=[C:17]2[C:21]=1[NH:20][N:19]=[CH:18]2, predict the reaction product. The product is: [Cl:12][C:13]1[CH:14]=[CH:15][C:16]([NH:22][C:23]2[C:31]3[C:26](=[CH:27][N:28]=[CH:29][CH:30]=3)[O:25][C:24]=2[C:32]([NH:7][C:2]2[N:3]=[CH:4][CH:5]=[CH:6][N:1]=2)=[O:33])=[C:17]2[C:21]=1[NH:20][N:19]=[CH:18]2. (4) Given the reactants [NH2:1][C:2]1[CH:7]=[CH:6][C:5]([OH:8])=[CH:4][CH:3]=1.[CH3:9][C:10]1([CH3:18])[CH2:16][C:15](=O)[O:14][C:12](=[O:13])[CH2:11]1.C.O.C(O)C, predict the reaction product. The product is: [OH:8][C:5]1[CH:6]=[CH:7][C:2]([N:1]2[C:12](=[O:13])[CH2:11][C:10]([CH3:18])([CH3:9])[CH2:16][C:15]2=[O:14])=[CH:3][CH:4]=1. (5) Given the reactants [H-].[Na+].[NH:3]1[C:12]2[C:7](=[CH:8][CH:9]=[CH:10][CH:11]=2)[CH2:6][CH2:5][C:4]1=[O:13].[C:14]([O:17][CH2:18][CH2:19]Cl)(=[O:16])[CH3:15], predict the reaction product. The product is: [C:14]([O:17][CH2:18][CH2:19][N:3]1[C:12]2[C:7](=[CH:8][CH:9]=[CH:10][CH:11]=2)[CH2:6][CH2:5][C:4]1=[O:13])(=[O:16])[CH3:15].